From a dataset of Forward reaction prediction with 1.9M reactions from USPTO patents (1976-2016). Predict the product of the given reaction. (1) The product is: [CH3:8][CH:9]([C:10]1[CH:15]=[CH:14][CH:13]=[CH:12][CH:11]=1)[C:2](=[CH2:1])[CH2:3][CH2:4][CH2:5][CH2:6][CH2:7][CH3:16]. Given the reactants [CH2:1]=[CH:2][CH2:3][CH2:4][CH2:5][CH2:6][CH3:7].[CH2:8]=[CH:9][C:10]1[CH:15]=[CH:14][CH:13]=[CH:12][CH:11]=1.[CH2:16](N(CC)CC)C.C(=O)C1C=CC(OC)=CC=1.[Si](OS(C(F)(F)F)(=O)=O)(CC)(CC)CC, predict the reaction product. (2) Given the reactants Br[CH2:2][CH2:3][CH2:4][O:5][C:6]1[CH:11]=[CH:10][C:9]([C:12]2[C:16]3[CH:17]=[CH:18][C:19]([F:21])=[CH:20][C:15]=3[O:14][N:13]=2)=[CH:8][CH:7]=1.[Cl:22][C:23]1[CH:24]=[C:25]([CH:28]=[CH:29][C:30]=1[Cl:31])[CH2:26][NH2:27].C(=O)([O-])[O-].[K+].[K+].[I-].[K+], predict the reaction product. The product is: [Cl:22][C:23]1[CH:24]=[C:25]([CH:28]=[CH:29][C:30]=1[Cl:31])[CH2:26][NH:27][CH2:2][CH2:3][CH2:4][O:5][C:6]1[CH:11]=[CH:10][C:9]([C:12]2[C:16]3[CH:17]=[CH:18][C:19]([F:21])=[CH:20][C:15]=3[O:14][N:13]=2)=[CH:8][CH:7]=1. (3) Given the reactants O=[C:2]1[O:7][CH:6]=[C:5]([C:8]([O:10]C)=[O:9])[CH:4]=[CH:3]1.[CH3:12][CH:13]1[CH2:18][CH2:17][CH2:16][CH:15]([NH2:19])[CH2:14]1.CO.[Li+].[OH-], predict the reaction product. The product is: [CH3:12][CH:13]1[CH2:18][CH2:17][CH2:16][CH:15]([N:19]2[C:2](=[O:7])[CH:3]=[CH:4][C:5]([C:8]([OH:10])=[O:9])=[CH:6]2)[CH2:14]1.